This data is from Full USPTO retrosynthesis dataset with 1.9M reactions from patents (1976-2016). The task is: Predict the reactants needed to synthesize the given product. (1) Given the product [CH2:1]1[C:10]2[C:5](=[CH:6][CH:7]=[CH:8][CH:9]=2)[CH2:4][CH2:3][N:2]1[CH2:11][CH2:12][CH2:13][CH2:14][O:15][C:16]1[N:21]=[C:20]([NH:22][C:23](=[O:26])[CH2:24][CH3:25])[CH:19]=[CH:18][CH:17]=1, predict the reactants needed to synthesize it. The reactants are: [CH2:1]1[C:10]2[C:5](=[CH:6][CH:7]=[CH:8][CH:9]=2)[CH2:4][CH2:3][N:2]1[CH2:11][CH2:12][CH2:13][CH2:14][O:15][C:16]1[N:21]=[C:20]([NH2:22])[CH:19]=[CH:18][CH:17]=1.[C:23](Cl)(=[O:26])[CH2:24][CH3:25]. (2) Given the product [CH2:1]([O:3][C:4](=[O:25])[CH2:5][C:6]1[C:10]2[CH:11]=[CH:12][C:13]([O:15][CH2:16][C:17]3[C:18]([NH2:26])=[N:19][C:20]([CH3:23])=[N:21][CH:22]=3)=[CH:14][C:9]=2[S:8][CH:7]=1)[CH3:2], predict the reactants needed to synthesize it. The reactants are: [CH2:1]([O:3][C:4](=[O:25])[CH2:5][C:6]1[C:10]2[CH:11]=[CH:12][C:13]([O:15][CH2:16][C:17]3[C:18](Cl)=[N:19][C:20]([CH3:23])=[N:21][CH:22]=3)=[CH:14][C:9]=2[S:8][CH:7]=1)[CH3:2].[NH3:26]. (3) Given the product [Br:1][C:2]1[CH:3]=[C:4]([CH2:8][N:9]([S:24]([CH2:22][CH3:23])(=[O:26])=[O:25])[S:10]([CH2:13][CH3:14])(=[O:11])=[O:12])[CH:5]=[N:6][CH:7]=1, predict the reactants needed to synthesize it. The reactants are: [Br:1][C:2]1[CH:3]=[C:4]([CH2:8][NH:9][S:10]([CH2:13][CH3:14])(=[O:12])=[O:11])[CH:5]=[N:6][CH:7]=1.C(N(CC)CC)C.[CH2:22]([S:24](Cl)(=[O:26])=[O:25])[CH3:23]. (4) Given the product [C:1]([OH:7])([C:3]([F:6])([F:5])[F:4])=[O:2].[N:33]1[C:32]2[C:37](=[CH:38][CH:39]=[CH:30][CH:31]=2)[N:36]=[CH:35][CH:34]=1, predict the reactants needed to synthesize it. The reactants are: [C:1]([OH:7])([C:3]([F:6])([F:5])[F:4])=[O:2].C(OC(N1[C@H](C2NC3C=C([C:30]4[CH:31]=[C:32]5[C:37](=[CH:38][CH:39]=4)[N:36]=[C:35](C4NC([C@@H]6C[C@@H]7[C@@H](C7)N6C(OC(C)(C)C)=O)=NC=4)[CH:34]=[N:33]5)C=CC=3N=2)C[C@@H]2[C@H]1C2)=O)(C)(C)C. (5) Given the product [F:16][C:11]1[CH:12]=[CH:13][CH:14]=[CH:15][C:10]=1[CH:6]([C:7](=[O:9])[CH3:8])[CH2:5][CH:4]=[O:3], predict the reactants needed to synthesize it. The reactants are: C([O:3][CH:4](OCC)[CH2:5][CH:6]([C:10]1[CH:15]=[CH:14][CH:13]=[CH:12][C:11]=1[F:16])[C:7](=[O:9])[CH3:8])C.FC(F)(F)C(O)=O.